This data is from Reaction yield outcomes from USPTO patents with 853,638 reactions. The task is: Predict the reaction yield, written as a fraction of the theoretical maximum amount of product (1.0 means a 100% yield; for example, 0.34 means a 34% yield). (1) The reactants are [CH2:1]([N:3]([CH2:13][CH3:14])[C:4]1[CH:11]=[CH:10][C:7]([CH:8]=[O:9])=[C:6]([OH:12])[CH:5]=1)[CH3:2].C(=O)([O-])[O-].[K+].[K+].[CH2:21](Br)[CH:22]=[C:23]([CH3:25])[CH3:24]. The catalyst is [I-].C([N+](CCCC)(CCCC)CCCC)CCC.CN(C)C=O. The product is [CH2:13]([N:3]([CH2:1][CH3:2])[C:4]1[CH:11]=[CH:10][C:7]([CH:8]=[O:9])=[C:6]([O:12][CH2:21][CH:22]=[C:23]([CH3:25])[CH3:24])[CH:5]=1)[CH3:14]. The yield is 0.930. (2) The reactants are [CH2:1]1[C:9]2[C:4](=[CH:5][CH:6]=[CH:7][CH:8]=2)[CH2:3][CH:2]1[C@H:10]1[NH:15][C:14](=[O:16])[C@@H:13]([CH:17]([CH2:20][CH3:21])[CH2:18][CH3:19])[N:12]([CH2:22][C:23]2[CH:28]=[CH:27][CH:26]=[CH:25][C:24]=2S)[C:11]1=[O:30].[N+]([O-])([O-])=O.[K+].[S:36]([Cl:40])(Cl)(=[O:38])=[O:37].C(=O)([O-])[O-].[Na+].[Na+]. The catalyst is C(#N)C.O. The product is [CH2:1]1[C:9]2[C:4](=[CH:5][CH:6]=[CH:7][CH:8]=2)[CH2:3][CH:2]1[C@H:10]1[NH:15][C:14](=[O:16])[C@@H:13]([CH:17]([CH2:20][CH3:21])[CH2:18][CH3:19])[N:12]([CH2:22][C:23]2[CH:24]=[CH:25][CH:26]=[CH:27][C:28]=2[S:36]([Cl:40])(=[O:38])=[O:37])[C:11]1=[O:30]. The yield is 0.540. (3) The reactants are [C:1]([C:3]1[CH:8]=[CH:7][C:6]([CH2:9][O:10][C:11]2([CH3:14])[CH2:13][CH2:12]2)=[C:5]([CH:15]([CH3:17])[CH3:16])[CH:4]=1)#[CH:2].[CH3:18][O:19][C:20](=[O:29])[CH2:21][C:22]1[CH:27]=[CH:26][C:25](I)=[CH:24][CH:23]=1. The catalyst is C(N(CC)CC)C.[Cu]I.Cl[Pd](Cl)([P](C1C=CC=CC=1)(C1C=CC=CC=1)C1C=CC=CC=1)[P](C1C=CC=CC=1)(C1C=CC=CC=1)C1C=CC=CC=1. The product is [CH:15]([C:5]1[CH:4]=[C:3]([C:1]#[C:2][C:25]2[CH:26]=[CH:27][C:22]([CH2:21][C:20]([O:19][CH3:18])=[O:29])=[CH:23][CH:24]=2)[CH:8]=[CH:7][C:6]=1[CH2:9][O:10][C:11]1([CH3:14])[CH2:12][CH2:13]1)([CH3:17])[CH3:16]. The yield is 0.600.